From a dataset of Blood-brain barrier permeability classification from the B3DB database. Regression/Classification. Given a drug SMILES string, predict its absorption, distribution, metabolism, or excretion properties. Task type varies by dataset: regression for continuous measurements (e.g., permeability, clearance, half-life) or binary classification for categorical outcomes (e.g., BBB penetration, CYP inhibition). Dataset: b3db_classification. (1) The drug is CNCCCC1c2ccccc2C=Cc2ccccc21. The result is 1 (penetrates BBB). (2) The compound is CN1[C@H](C[C@@H](O)c2ccccc2)CCC[C@@H]1CC(=O)c1ccccc1. The result is 1 (penetrates BBB). (3) The molecule is Cc1cccc(C)c1NC(=O)C(C)N. The result is 0 (does not penetrate BBB). (4) The molecule is Cc1onc(-c2c(Cl)cccc2Cl)c1C(=O)N[C@@H]1C(=O)N2[C@@H](C(=O)O)C(C)(C)S[C@H]12. The result is 0 (does not penetrate BBB).